This data is from Full USPTO retrosynthesis dataset with 1.9M reactions from patents (1976-2016). The task is: Predict the reactants needed to synthesize the given product. (1) Given the product [C:47]([C:49]1[CH:54]=[CH:53][C:52]([N:55]2[C:60](=[O:61])[CH:59]=[C:58]([O:62][CH:63]3[CH2:64][CH2:65][N:66]([C:2]4[N:3]=[CH:4][C:5]([CH2:8][CH2:10][CH3:9])=[CH:6][N:7]=4)[CH2:67][CH2:68]3)[C:57]([C:69]#[N:70])=[N:56]2)=[CH:51][C:50]=1[F:71])#[N:48], predict the reactants needed to synthesize it. The reactants are: Cl[C:2]1[N:7]=[CH:6][C:5]([CH:8]2[CH2:10][CH2:9]2)=[CH:4][N:3]=1.Cl.ClC1C=C(N2C(=O)C=C(OC3CCNCC3)C(C#N)=N2)C=CC=1Cl.ClC1N=CC(CCC)=CN=1.Cl.[C:47]([C:49]1[CH:54]=[CH:53][C:52]([N:55]2[C:60](=[O:61])[CH:59]=[C:58]([O:62][CH:63]3[CH2:68][CH2:67][NH:66][CH2:65][CH2:64]3)[C:57]([C:69]#[N:70])=[N:56]2)=[CH:51][C:50]=1[F:71])#[N:48]. (2) Given the product [NH2:42][C:2]1[N:7]=[C:6]([C:8]2[S:12][C:11]([N:13]3[CH2:18][CH2:17][N:16]([S:19]([CH3:22])(=[O:21])=[O:20])[CH2:15][CH2:14]3)=[N:10][C:9]=2[C:23]2[C:24]([F:41])=[C:25]([NH:29][S:30]([C:33]3[C:38]([F:39])=[CH:37][CH:36]=[CH:35][C:34]=3[F:40])(=[O:32])=[O:31])[CH:26]=[CH:27][CH:28]=2)[CH:5]=[CH:4][N:3]=1, predict the reactants needed to synthesize it. The reactants are: Cl[C:2]1[N:7]=[C:6]([C:8]2[S:12][C:11]([N:13]3[CH2:18][CH2:17][N:16]([S:19]([CH3:22])(=[O:21])=[O:20])[CH2:15][CH2:14]3)=[N:10][C:9]=2[C:23]2[C:24]([F:41])=[C:25]([NH:29][S:30]([C:33]3[C:38]([F:39])=[CH:37][CH:36]=[CH:35][C:34]=3[F:40])(=[O:32])=[O:31])[CH:26]=[CH:27][CH:28]=2)[CH:5]=[CH:4][N:3]=1.[NH3:42]. (3) Given the product [CH3:27][CH:28]1[CH2:33][N:32]([C:16]([O:18][C:19]([CH3:20])([CH3:21])[CH3:22])=[O:17])[CH:31]([C:34]([O:36][CH3:37])=[O:35])[CH2:30][CH2:29]1, predict the reactants needed to synthesize it. The reactants are: C(N(CC)CC)C.[C:16](O[C:16]([O:18][C:19]([CH3:22])([CH3:21])[CH3:20])=[O:17])([O:18][C:19]([CH3:22])([CH3:21])[CH3:20])=[O:17].C(O)(=O)C.[CH3:27][CH:28]1[CH2:33][NH:32][CH:31]([C:34]([O:36][CH3:37])=[O:35])[CH2:30][CH2:29]1. (4) Given the product [CH3:8][C:4]1[N:3]=[C:2]([NH:10][NH2:11])[CH:7]=[CH:6][CH:5]=1, predict the reactants needed to synthesize it. The reactants are: Br[C:2]1[CH:7]=[CH:6][CH:5]=[C:4]([CH3:8])[N:3]=1.O.[NH2:10][NH2:11]. (5) Given the product [F:7]/[C:6](=[C:31](/[C:19]1[CH:20]=[C:21]2[C:26](=[CH:27][C:18]=1[O:17][CH3:16])[O:25][C:24]([CH3:29])([CH3:28])[CH:23]=[C:22]2[CH3:30])\[CH2:32][CH3:33])/[C:4]([O:3][CH2:2][CH3:1])=[O:5], predict the reactants needed to synthesize it. The reactants are: [CH3:1][CH2:2][O:3][C:4]([CH:6](P(OCC)(OCC)=O)[F:7])=[O:5].[CH3:16][O:17][C:18]1[CH:27]=[C:26]2[C:21]([C:22]([CH3:30])=[CH:23][C:24]([CH3:29])([CH3:28])[O:25]2)=[CH:20][C:19]=1[C:31](=O)[CH2:32][CH3:33]. (6) Given the product [Cl:15][CH2:14][CH2:13][CH2:12][O:10][C:5]1[CH:6]=[CH:7][CH:8]=[CH:9][C:4]=1[N+:1]([O-:3])=[O:2], predict the reactants needed to synthesize it. The reactants are: [N+:1]([C:4]1[CH:9]=[CH:8][CH:7]=[CH:6][C:5]=1[OH:10])([O-:3])=[O:2].Br[CH2:12][CH2:13][CH2:14][Cl:15].C(=O)([O-])[O-].[K+].[K+].[I-].[K+].